Dataset: Peptide-MHC class I binding affinity with 185,985 pairs from IEDB/IMGT. Task: Regression. Given a peptide amino acid sequence and an MHC pseudo amino acid sequence, predict their binding affinity value. This is MHC class I binding data. The peptide sequence is YMPSVVETL. The MHC is HLA-A02:19 with pseudo-sequence HLA-A02:19. The binding affinity (normalized) is 0.669.